This data is from Reaction yield outcomes from USPTO patents with 853,638 reactions. The task is: Predict the reaction yield, written as a fraction of the theoretical maximum amount of product (1.0 means a 100% yield; for example, 0.34 means a 34% yield). (1) The reactants are [F:1][C:2]([F:32])([F:31])[C:3]1[CH:8]=[CH:7][C:6]([C:9]2[N:10]=[C:11]([CH:14]([C:16]3([NH:20]C(=O)OCC4C=CC=CC=4)[CH2:19][O:18][CH2:17]3)[CH3:15])[NH:12][CH:13]=2)=[CH:5][CH:4]=1. The catalyst is CO. The product is [F:32][C:2]([F:1])([F:31])[C:3]1[CH:8]=[CH:7][C:6]([C:9]2[N:10]=[C:11]([CH:14]([C:16]3([NH2:20])[CH2:17][O:18][CH2:19]3)[CH3:15])[NH:12][CH:13]=2)=[CH:5][CH:4]=1. The yield is 0.630. (2) The reactants are [C:1]12([CH:11]([OH:13])C)[CH2:10][CH:5]3[CH2:6][CH:7]([CH2:9][CH:3]([CH2:4]3)C1)[CH2:8]2.[Br:14][C:15]1[CH:20]=[CH:19][C:18]([S:21](Cl)(=[O:23])=[O:22])=[CH:17][CH:16]=1.C(N([CH2:30][CH3:31])CC)C. The catalyst is ClCCl.Cl. The product is [Br:14][C:15]1[CH:20]=[CH:19][C:18]([S:21]([O:13][CH2:11][CH2:1][CH:10]2[CH:5]3[CH2:6][CH:7]4[CH2:9][CH:3]([CH2:30][CH:31]2[CH2:8]4)[CH2:4]3)(=[O:23])=[O:22])=[CH:17][CH:16]=1. The yield is 0.880. (3) The reactants are [C:1]([N:8]1[CH2:13][CH2:12][CH:11]([CH2:14][OH:15])[CH2:10][CH2:9]1)([O:3][C:4]([CH3:7])([CH3:6])[CH3:5])=[O:2].C(P(CCCC)CCCC)CCC.[CH3:29][O:30][C:31](=[O:39])[C:32]1[CH:37]=[CH:36][C:35](O)=[CH:34][CH:33]=1.C1CCN(C(N=NC(N2CCCCC2)=O)=O)CC1. The catalyst is C1COCC1. The product is [C:4]([O:3][C:1]([N:8]1[CH2:13][CH2:12][CH:11]([CH2:14][O:15][C:35]2[CH:36]=[CH:37][C:32]([C:31]([O:30][CH3:29])=[O:39])=[CH:33][CH:34]=2)[CH2:10][CH2:9]1)=[O:2])([CH3:7])([CH3:6])[CH3:5]. The yield is 0.360. (4) The catalyst is C1(C)C=CC=CC=1. The yield is 0.720. The reactants are [CH2:1]([O:8][C:9]1[CH:18]=[C:17]2[C:12]([C:13](O)=[N:14][CH:15]=[N:16]2)=[CH:11][C:10]=1[O:20][CH3:21])[C:2]1[CH:7]=[CH:6][CH:5]=[CH:4][CH:3]=1.P(Cl)(Cl)([Cl:24])=O. The product is [CH2:1]([O:8][C:9]1[CH:18]=[C:17]2[C:12]([C:13]([Cl:24])=[N:14][CH:15]=[N:16]2)=[CH:11][C:10]=1[O:20][CH3:21])[C:2]1[CH:7]=[CH:6][CH:5]=[CH:4][CH:3]=1. (5) The reactants are [NH2:1][C:2]1[CH:7]=[C:6]([C:8]#[N:9])[C:5]([C:10]#[N:11])=[CH:4][C:3]=1[NH2:12].C(O)CCCC.[CH2:19]([CH:25]([CH2:28][CH2:29][CH2:30][CH2:31][CH2:32][CH3:33])[CH:26]=O)[CH2:20][CH2:21][CH2:22]CC.O=O. The catalyst is CN1C(=O)CCC1. The product is [C:10]([C:5]1[C:6]([C:8]#[N:9])=[CH:7][C:2]2[N:1]=[C:26]([CH:25]([CH2:19][CH2:20][CH2:21][CH3:22])[CH2:28][CH2:29][CH2:30][CH2:31][CH2:32][CH3:33])[NH:12][C:3]=2[CH:4]=1)#[N:11]. The yield is 0.810.